Dataset: Catalyst prediction with 721,799 reactions and 888 catalyst types from USPTO. Task: Predict which catalyst facilitates the given reaction. (1) Reactant: [C:1]([OH:13])(=[O:12])[CH2:2][C:3]1[C:4](=[CH:8][CH:9]=[CH:10][CH:11]=1)[C:5]([OH:7])=O.C(OC(=O)C)(=O)C. Product: [C:1]1(=[O:12])[O:13][C:5](=[O:7])[C:4]2=[CH:8][CH:9]=[CH:10][CH:11]=[C:3]2[CH2:2]1. The catalyst class is: 11. (2) Reactant: [CH:1]1([O:6][C:7](=[O:31])[C@@H:8]([N:15]([CH2:23][C:24]2[CH:29]=[CH:28][CH:27]=[C:26]([NH2:30])[CH:25]=2)[C:16]([O:18][C:19]([CH3:22])([CH3:21])[CH3:20])=[O:17])[C:9]2[CH:14]=[CH:13][CH:12]=[CH:11][CH:10]=2)[CH2:5][CH2:4][CH2:3][CH2:2]1.[CH2:32]([O:36][CH:37]([O:39][NH:40][C:41]([C:43]1[S:47][C:46]2[CH:48]=[C:49]([CH:52]=O)[CH:50]=[CH:51][C:45]=2[CH:44]=1)=[O:42])[CH3:38])[CH:33]([CH3:35])[CH3:34].C(O[BH-](OC(=O)C)OC(=O)C)(=O)C.[Na+].C(Cl)Cl. Product: [CH:1]1([O:6][C:7](=[O:31])[C@@H:8]([N:15]([C:16]([O:18][C:19]([CH3:22])([CH3:21])[CH3:20])=[O:17])[CH2:23][C:24]2[CH:29]=[CH:28][CH:27]=[C:26]([NH:30][CH2:52][C:49]3[CH:50]=[CH:51][C:45]4[CH:44]=[C:43]([C:41](=[O:42])[NH:40][O:39][CH:37]([O:36][CH2:32][CH:33]([CH3:34])[CH3:35])[CH3:38])[S:47][C:46]=4[CH:48]=3)[CH:25]=2)[C:9]2[CH:14]=[CH:13][CH:12]=[CH:11][CH:10]=2)[CH2:5][CH2:4][CH2:3][CH2:2]1. The catalyst class is: 478. (3) Reactant: [C:1]([O:5][C:6]([N:8]1[C@@H:16]2[C@@H:11]([CH2:12][CH2:13][CH2:14][CH2:15]2)[CH2:10][C@H:9]1[CH:17]=O)=[O:7])([CH3:4])([CH3:3])[CH3:2].C(O[BH-](O[C:29](=[O:31])[CH3:30])OC(=O)C)(=O)C.[Na+].F[C:34](F)(F)[C:35]([O-])=O. Product: [C:1]([O:5][C:6]([N:8]1[C@@H:16]2[C@@H:11]([CH2:12][CH2:13][CH2:14][CH2:15]2)[CH2:10][C@H:9]1[CH2:17][NH:8][CH2:9][C:10]1[O:31][C:29]2[CH:30]=[CH:35][CH:34]=[CH:13][C:12]=2[CH:11]=1)=[O:7])([CH3:2])([CH3:3])[CH3:4]. The catalyst class is: 4.